From a dataset of Catalyst prediction with 721,799 reactions and 888 catalyst types from USPTO. Predict which catalyst facilitates the given reaction. (1) Reactant: [CH3:1][O:2][C:3](=[O:21])[C@H:4]([CH2:13][C:14]1[CH:19]=[CH:18][C:17]([OH:20])=[CH:16][CH:15]=1)[NH:5][C:6]([O:8][C:9]([CH3:12])([CH3:11])[CH3:10])=[O:7].[H-].[Na+].[C:24]([C:28]1[CH:35]=[CH:34][C:31]([CH2:32]Br)=[CH:30][CH:29]=1)([CH3:27])([CH3:26])[CH3:25]. Product: [CH3:1][O:2][C:3](=[O:21])[CH:4]([NH:5][C:6]([O:8][C:9]([CH3:12])([CH3:10])[CH3:11])=[O:7])[CH2:13][C:14]1[CH:19]=[CH:18][C:17]([O:20][CH2:32][C:31]2[CH:34]=[CH:35][C:28]([C:24]([CH3:27])([CH3:26])[CH3:25])=[CH:29][CH:30]=2)=[CH:16][CH:15]=1. The catalyst class is: 1. (2) Reactant: COC(C1[C:13]2[C:8](=[CH:9][CH:10]=[C:11]([Br:14])[CH:12]=2)NC=1)=O.[C:15](=[O:18])([O-])[O-:16].[K+].[K+].I[CH3:22].[CH3:23][N:24]([CH:26]=O)[CH3:25]. Product: [CH3:22][O:16][C:15]([C:13]1[C:8]2[C:23](=[CH:12][C:11]([Br:14])=[CH:10][CH:9]=2)[N:24]([CH3:25])[CH:26]=1)=[O:18]. The catalyst class is: 4. (3) Reactant: Br[C:2]1[C:3]2[CH:12]=[C:11]([C:13]3[CH:14]=[N:15][N:16]([CH3:18])[CH:17]=3)[N:10]([S:19]([C:22]3[CH:28]=[CH:27][C:25]([CH3:26])=[CH:24][CH:23]=3)(=[O:21])=[O:20])[C:4]=2[C:5](=[O:9])[N:6]([CH3:8])[CH:7]=1.[CH3:29][C:30]1([CH3:46])[C:34]([CH3:36])([CH3:35])[O:33][B:32]([B:32]2[O:33][C:34]([CH3:36])([CH3:35])[C:30]([CH3:46])([CH3:29])[O:31]2)[O:31]1.C([O-])(=O)C.[K+]. Product: [CH3:8][N:6]1[CH:7]=[C:2]([B:32]2[O:33][C:34]([CH3:36])([CH3:35])[C:30]([CH3:46])([CH3:29])[O:31]2)[C:3]2[CH:12]=[C:11]([C:13]3[CH:14]=[N:15][N:16]([CH3:18])[CH:17]=3)[N:10]([S:19]([C:22]3[CH:28]=[CH:27][C:25]([CH3:26])=[CH:24][CH:23]=3)(=[O:20])=[O:21])[C:4]=2[C:5]1=[O:9]. The catalyst class is: 75. (4) Reactant: [C:4]([NH2:6])(=O)[C:3]1[C:3](=[CH:7]C=C[CH:7]=1)[C:4]([NH2:6])=O. Product: [CH2:4]([N:6]([CH2:4][CH2:3][CH3:7])[CH2:3][CH2:4][NH2:6])[CH2:3][CH3:7]. The catalyst class is: 14. (5) Reactant: [CH:1]1([C@@H:7]([NH:9][C:10]([C:12]2[C:21]3[C:16](=[CH:17][CH:18]=[CH:19][CH:20]=3)[N:15]=[C:14]([C:22]3[S:23][CH:24]=[CH:25][CH:26]=3)[C:13]=2[CH2:27][N:28]2[CH2:33][CH2:32][NH:31][C:30](=[O:34])[CH2:29]2)=[O:11])[CH3:8])[CH2:6][CH2:5][CH2:4][CH2:3][CH2:2]1.[H-].[Na+].C([O:39][C:40](=[O:43])[CH2:41]Br)C.[OH-].[Li+]. Product: [CH:1]1([C@@H:7]([NH:9][C:10]([C:12]2[C:21]3[C:16](=[CH:17][CH:18]=[CH:19][CH:20]=3)[N:15]=[C:14]([C:22]3[S:23][CH:24]=[CH:25][CH:26]=3)[C:13]=2[CH2:27][N:28]2[CH2:33][CH2:32][N:31]([CH2:41][C:40]([OH:43])=[O:39])[C:30](=[O:34])[CH2:29]2)=[O:11])[CH3:8])[CH2:6][CH2:5][CH2:4][CH2:3][CH2:2]1. The catalyst class is: 656. (6) Reactant: Br[C:2]1[CH:3]=[C:4]2[C:8](=[CH:9][CH:10]=1)[CH2:7][CH:6]([CH2:11][OH:12])[CH2:5]2.[CH3:13][N:14](C=O)C. Product: [OH:12][CH2:11][CH:6]1[CH2:5][C:4]2[C:8](=[CH:9][CH:10]=[C:2]([C:13]#[N:14])[CH:3]=2)[CH2:7]1. The catalyst class is: 380. (7) Reactant: CN(C)C=O.C(=O)([O-])[O-].[K+].[K+].Br[CH2:13][CH2:14][CH2:15][N:16]1[CH2:21][CH2:20][N:19]([CH3:22])[CH2:18][CH2:17]1.[CH2:23]([O:30][C:31]1[CH:58]=[CH:57][C:56]([OH:59])=[CH:55][C:32]=1[C:33]([NH:35][C:36]1[CH:48]=[C:47]([C:49]2[CH:54]=[CH:53][CH:52]=[CH:51][CH:50]=2)[CH:46]=[CH:45][C:37]=1[C:38]([O:40][C:41]([CH3:44])([CH3:43])[CH3:42])=[O:39])=[O:34])[C:24]1[CH:29]=[CH:28][CH:27]=[CH:26][CH:25]=1. Product: [CH2:23]([O:30][C:31]1[CH:58]=[CH:57][C:56]([O:59][CH2:13][CH2:14][CH2:15][N:16]2[CH2:21][CH2:20][N:19]([CH3:22])[CH2:18][CH2:17]2)=[CH:55][C:32]=1[C:33]([NH:35][C:36]1[CH:48]=[C:47]([C:49]2[CH:54]=[CH:53][CH:52]=[CH:51][CH:50]=2)[CH:46]=[CH:45][C:37]=1[C:38]([O:40][C:41]([CH3:44])([CH3:43])[CH3:42])=[O:39])=[O:34])[C:24]1[CH:29]=[CH:28][CH:27]=[CH:26][CH:25]=1. The catalyst class is: 146. (8) Reactant: [C:1]([O:5][C:6]([NH:8][C@H:9]([C:19]1[C:24](B(O)O)=[CH:23][CH:22]=[C:21]([C:28]#[C:29]C(O)(C)C)[N:20]=1)[CH2:10][C:11]1[CH:16]=[C:15]([F:17])[CH:14]=[C:13]([F:18])[CH:12]=1)=[O:7])([CH3:4])([CH3:3])[CH3:2].Br[C:35]1[CH:36]=[CH:37][C:38]([Cl:45])=[C:39]2[C:43]=1[N:42]([CH3:44])[N:41]=[CH:40]2.C([O-])(O)=O.[Na+]. Product: [Cl:45][C:38]1[CH:37]=[CH:36][C:35]([C:24]2[C:19]([C@@H:9]([NH:8][C:6](=[O:7])[O:5][C:1]([CH3:3])([CH3:2])[CH3:4])[CH2:10][C:11]3[CH:16]=[C:15]([F:17])[CH:14]=[C:13]([F:18])[CH:12]=3)=[N:20][C:21]([C:28]#[CH:29])=[CH:22][CH:23]=2)=[C:43]2[C:39]=1[CH:40]=[N:41][N:42]2[CH3:44]. The catalyst class is: 12. (9) Reactant: C[C:2]1([CH:13]=[CH:12][C:8]([C:9]([O-:11])=[O:10])=[CH:7][CH:6]1[N+:14]([O-:16])=[O:15])[C:3]([O-])=[O:4].CCOCC.CO.[Li+].[BH4-]. Product: [OH:4][CH2:3][C:2]1[CH:13]=[CH:12][C:8]([C:9]([OH:11])=[O:10])=[CH:7][C:6]=1[N+:14]([O-:16])=[O:15]. The catalyst class is: 1. (10) Reactant: [CH3:1][N:2]1[C:7](=[O:8])[CH:6]=[C:5]([N:9]2[CH2:14][CH2:13][O:12][CH2:11][CH2:10]2)[N:4]=[C:3]1[CH2:15][C:16]([O-:18])=O.[Na+].[CH:20]1([C:23]2[CH:24]=[C:25]([CH:27]=[CH:28][C:29]=2[F:30])[NH2:26])[CH2:22][CH2:21]1.Cl.CN(C)CCCN=C=NCC. Product: [CH:20]1([C:23]2[CH:24]=[C:25]([NH:26][C:16](=[O:18])[CH2:15][C:3]3[N:2]([CH3:1])[C:7](=[O:8])[CH:6]=[C:5]([N:9]4[CH2:10][CH2:11][O:12][CH2:13][CH2:14]4)[N:4]=3)[CH:27]=[CH:28][C:29]=2[F:30])[CH2:22][CH2:21]1. The catalyst class is: 672.